This data is from Catalyst prediction with 721,799 reactions and 888 catalyst types from USPTO. The task is: Predict which catalyst facilitates the given reaction. (1) Reactant: [CH3:1][S:2]([C:5]1[CH:6]=[C:7]([C:11]2[S:15][C:14]([CH2:16][NH:17][S:18]([C:21]3[CH:26]=[CH:25][CH:24]=[CH:23][C:22]=3[C:27]([F:30])([F:29])[F:28])(=[O:20])=[O:19])=[CH:13][CH:12]=2)[CH:8]=[CH:9][CH:10]=1)(=[O:4])=[O:3].[C:31]([O:35][C:36](=[O:39])[CH2:37]Cl)([CH3:34])([CH3:33])[CH3:32].C(=O)([O-])[O-].[Cs+].[Cs+]. Product: [C:31]([O:35][C:36](=[O:39])[CH2:37][N:17]([CH2:16][C:14]1[S:15][C:11]([C:7]2[CH:8]=[CH:9][CH:10]=[C:5]([S:2]([CH3:1])(=[O:3])=[O:4])[CH:6]=2)=[CH:12][CH:13]=1)[S:18]([C:21]1[CH:26]=[CH:25][CH:24]=[CH:23][C:22]=1[C:27]([F:30])([F:28])[F:29])(=[O:20])=[O:19])([CH3:34])([CH3:33])[CH3:32]. The catalyst class is: 80. (2) Reactant: [Br:1][C:2]1[N:7]=[C:6]([CH:8]=[O:9])[CH:5]=[CH:4][CH:3]=1.[F:10][C:11]1[CH:16]=[CH:15][C:14]([Mg]Br)=[CH:13][CH:12]=1. Product: [Br:1][C:2]1[N:7]=[C:6]([CH:8]([C:14]2[CH:15]=[CH:16][C:11]([F:10])=[CH:12][CH:13]=2)[OH:9])[CH:5]=[CH:4][CH:3]=1. The catalyst class is: 1. (3) Reactant: [NH2:1][C:2]1[CH:9]=[CH:8][C:5]([C:6]#[N:7])=[CH:4][CH:3]=1.N1C=CC=CC=1.[Cl:16][C:17]1[CH:22]=[CH:21][C:20]([S:23](Cl)(=[O:25])=[O:24])=[CH:19][CH:18]=1. Product: [Cl:16][C:17]1[CH:22]=[CH:21][C:20]([S:23]([NH:1][C:2]2[CH:9]=[CH:8][C:5]([C:6]#[N:7])=[CH:4][CH:3]=2)(=[O:25])=[O:24])=[CH:19][CH:18]=1. The catalyst class is: 6.